Dataset: Peptide-MHC class I binding affinity with 185,985 pairs from IEDB/IMGT. Task: Regression. Given a peptide amino acid sequence and an MHC pseudo amino acid sequence, predict their binding affinity value. This is MHC class I binding data. (1) The peptide sequence is LTCNSTVTSL. The MHC is Mamu-A01 with pseudo-sequence Mamu-A01. The binding affinity (normalized) is 0.847. (2) The peptide sequence is YQTSVSQVA. The MHC is HLA-B15:03 with pseudo-sequence HLA-B15:03. The binding affinity (normalized) is 0.966. (3) The peptide sequence is TERLKLFAA. The MHC is HLA-B45:01 with pseudo-sequence HLA-B45:01. The binding affinity (normalized) is 0.856. (4) The peptide sequence is HFAIGLALYY. The MHC is HLA-A01:01 with pseudo-sequence HLA-A01:01. The binding affinity (normalized) is 0.284. (5) The peptide sequence is MPCMINDTHF. The MHC is HLA-B07:02 with pseudo-sequence HLA-B07:02. The binding affinity (normalized) is 0.364. (6) The peptide sequence is LTTLSRTSK. The MHC is HLA-A11:01 with pseudo-sequence HLA-A11:01. The binding affinity (normalized) is 0.504. (7) The peptide sequence is TLITLILSNK. The MHC is HLA-A03:01 with pseudo-sequence HLA-A03:01. The binding affinity (normalized) is 0.956. (8) The binding affinity (normalized) is 0.0847. The peptide sequence is GEGSGARLL. The MHC is HLA-A26:02 with pseudo-sequence HLA-A26:02. (9) The peptide sequence is LTDGPERVIL. The MHC is HLA-A01:01 with pseudo-sequence HLA-A01:01. The binding affinity (normalized) is 0.133.